Dataset: Catalyst prediction with 721,799 reactions and 888 catalyst types from USPTO. Task: Predict which catalyst facilitates the given reaction. (1) Reactant: [NH2:1][C@@H:2]1[CH2:8][CH2:7][C@@H:6]([C:9]2[CH:14]=[CH:13][CH:12]=[C:11]([F:15])[C:10]=2[F:16])[CH2:5][N:4]([CH2:17][C:18]([F:21])([F:20])[F:19])[C:3]1=[O:22].Cl[C:24](OC1C=CC([N+]([O-])=O)=CC=1)=[O:25].C(N(CC)CC)C.FC(F)(F)C(O)=O.[CH3:50][N:51]1[C:55]2=[N:56][CH:57]=[CH:58][CH:59]=[C:54]2[N:53]([CH:60]2[CH2:65][CH2:64][NH:63][CH2:62][CH2:61]2)[C:52]1=[O:66]. Product: [F:16][C:10]1[C:11]([F:15])=[CH:12][CH:13]=[CH:14][C:9]=1[C@H:6]1[CH2:5][N:4]([CH2:17][C:18]([F:21])([F:19])[F:20])[C:3](=[O:22])[C@H:2]([NH:1][C:24]([N:63]2[CH2:64][CH2:65][CH:60]([N:53]3[C:54]4[C:55](=[N:56][CH:57]=[CH:58][CH:59]=4)[N:51]([CH3:50])[C:52]3=[O:66])[CH2:61][CH2:62]2)=[O:25])[CH2:8][CH2:7]1. The catalyst class is: 396. (2) Reactant: C([N:8]1[C@@H:13]([CH3:14])[CH2:12][C:11](=[O:15])[CH2:10][C@@H:9]1[CH3:16])C1C=CC=CC=1.N#N. Product: [CH3:16][C@H:9]1[CH2:10][C:11](=[O:15])[CH2:12][C@H:13]([CH3:14])[NH:8]1. The catalyst class is: 19. (3) Reactant: [Cl:1][C:2]1[CH:7]=[CH:6][C:5]([CH:8](O)[C:9]2[C:10]([C:18]([O:20][CH2:21][CH3:22])=[O:19])=[N:11][N:12]([CH:15]3[CH2:17][CH2:16]3)[C:13]=2[CH3:14])=[CH:4][CH:3]=1.[NH2:24][C:25]1[CH:26]=[C:27]([CH3:33])[C:28](=[O:32])[N:29]([CH3:31])[CH:30]=1. Product: [Cl:1][C:2]1[CH:7]=[CH:6][C:5]([CH:8]([NH:24][C:25]2[CH:26]=[C:27]([CH3:33])[C:28](=[O:32])[N:29]([CH3:31])[CH:30]=2)[C:9]2[C:10]([C:18]([O:20][CH2:21][CH3:22])=[O:19])=[N:11][N:12]([CH:15]3[CH2:17][CH2:16]3)[C:13]=2[CH3:14])=[CH:4][CH:3]=1. The catalyst class is: 61. (4) Reactant: [CH3:1][C:2]1([CH3:32])[CH2:11][CH:10]=[C:9]([C:12]2[CH:13]=[CH:14][C:15]([CH3:18])=[N:16][CH:17]=2)[C:8]2[CH:7]=[C:6]([C:19]#[C:20][C:21]3[CH:31]=[CH:30][C:24]([C:25]([O:27]CC)=[O:26])=[CH:23][CH:22]=3)[CH:5]=[CH:4][C:3]1=2.O[Li].O. The catalyst class is: 20. Product: [CH3:1][C:2]1([CH3:32])[CH2:11][CH:10]=[C:9]([C:12]2[CH:13]=[CH:14][C:15]([CH3:18])=[N:16][CH:17]=2)[C:8]2[CH:7]=[C:6]([C:19]#[C:20][C:21]3[CH:22]=[CH:23][C:24]([C:25]([OH:27])=[O:26])=[CH:30][CH:31]=3)[CH:5]=[CH:4][C:3]1=2. (5) Reactant: [OH:1][C:2]1[CH:10]=[CH:9][C:8]([CH2:11][C@H:12]2[C@H:20]3[C@@H:16]([N:17]([CH2:22][C:23]4[CH:28]=[CH:27][CH:26]=[C:25]([CH:29]([CH3:31])[CH3:30])[CH:24]=4)[C:18](=[O:21])[O:19]3)[CH2:15][S:14](=[O:33])(=[O:32])[CH2:13]2)=[CH:7][C:3]=1[C:4]([OH:6])=O.[CH2:34]([NH:36][CH2:37][C:38]1[CH:43]=[CH:42][CH:41]=[CH:40][CH:39]=1)[CH3:35].C(Cl)CCl.C1C=NC2N(O)N=NC=2C=1.CCN(C(C)C)C(C)C. Product: [CH2:37]([N:36]([CH2:34][CH3:35])[C:4](=[O:6])[C:3]1[CH:7]=[C:8]([CH2:11][C@H:12]2[C@H:20]3[C@@H:16]([N:17]([CH2:22][C:23]4[CH:28]=[CH:27][CH:26]=[C:25]([CH:29]([CH3:31])[CH3:30])[CH:24]=4)[C:18](=[O:21])[O:19]3)[CH2:15][S:14](=[O:32])(=[O:33])[CH2:13]2)[CH:9]=[CH:10][C:2]=1[OH:1])[C:38]1[CH:43]=[CH:42][CH:41]=[CH:40][CH:39]=1. The catalyst class is: 3. (6) Reactant: [CH3:1][CH2:2][N:3]([CH2:6][C:7]#[C:8][CH2:9][O:10][C:11]([C:13]([OH:26])([CH:20]1[CH2:25][CH2:24][CH2:23][CH2:22][CH2:21]1)[C:14]1[CH:15]=[CH:16][CH:17]=[CH:18][CH:19]=1)=[O:12])[CH2:4][CH3:5].Cl.[CH2:28]1[C@@H:32]([C:33]([C:46]([NH2:48])=[O:47])([C:40]2[CH:45]=[CH:44][CH:43]=[CH:42][CH:41]=2)[C:34]2[CH:39]=[CH:38][CH:37]=[CH:36][CH:35]=2)[CH2:31][N:30]([CH2:49][CH2:50][C:51]2[CH:56]=[CH:55][C:54]3[O:57][CH2:58][CH2:59][C:53]=3[CH:52]=2)[CH2:29]1.Br.C(O)C1C=CC=CC=1. Product: [CH3:1][CH2:2][N:3]([CH2:6][C:7]#[C:8][CH2:9][O:10][C:11]([C:13]([OH:26])([CH:20]1[CH2:21][CH2:22][CH2:23][CH2:24][CH2:25]1)[C:14]1[CH:15]=[CH:16][CH:17]=[CH:18][CH:19]=1)=[O:12])[CH2:4][CH3:5].[CH:43]1[CH:42]=[CH:41][C:40]([C:33]([C:46]([NH2:48])=[O:47])([C@H:32]2[CH2:31][N:30]([CH2:49][CH2:50][C:51]3[CH:56]=[CH:55][C:54]4[O:57][CH2:58][CH2:59][C:53]=4[CH:52]=3)[CH2:29][CH2:28]2)[C:34]2[CH:35]=[CH:36][CH:37]=[CH:38][CH:39]=2)=[CH:45][CH:44]=1. The catalyst class is: 6. (7) Reactant: COC1C=CC(P2(=S)SP(C3C=CC(OC)=CC=3)(=S)S2)=CC=1.[F:23][C:24]1[CH:29]=[CH:28][C:27]([NH:30][C:31](=O)[C@@H:32]([NH:34][C:35]2[N:43]=[CH:42][N:41]=[C:40]3[C:36]=2[N:37]=[CH:38][N:39]3C2CCCCO2)[CH3:33])=[C:26]([NH:51][C:52]2[N:57]=[CH:56][CH:55]=[CH:54][N:53]=2)[CH:25]=1. Product: [F:23][C:24]1[CH:29]=[CH:28][C:27]2[N:30]=[C:31]([C@@H:32]([NH:34][C:35]3[N:43]=[CH:42][N:41]=[C:40]4[C:36]=3[NH:37][CH:38]=[N:39]4)[CH3:33])[N:51]([C:52]3[N:57]=[CH:56][CH:55]=[CH:54][N:53]=3)[C:26]=2[CH:25]=1. The catalyst class is: 7.